Predict the product of the given reaction. From a dataset of Forward reaction prediction with 1.9M reactions from USPTO patents (1976-2016). Given the reactants C([O:3][C:4](=[O:25])[C@H:5]([N:11]1[CH2:15][C:14]([O:16][C:17]2[CH:22]=[CH:21][CH:20]=[CH:19][C:18]=2[Cl:23])=[CH:13][C:12]1=[O:24])[CH2:6][CH:7]([CH3:10])[CH2:8][CH3:9])C.[OH-].[Li+], predict the reaction product. The product is: [Cl:23][C:18]1[CH:19]=[CH:20][CH:21]=[CH:22][C:17]=1[O:16][C:14]1[CH2:15][N:11]([C@H:5]([CH2:6][CH:7]([CH3:10])[CH2:8][CH3:9])[C:4]([OH:25])=[O:3])[C:12](=[O:24])[CH:13]=1.